From a dataset of NCI-60 drug combinations with 297,098 pairs across 59 cell lines. Regression. Given two drug SMILES strings and cell line genomic features, predict the synergy score measuring deviation from expected non-interaction effect. (1) Drug 2: C1CN(CCN1C(=O)CCBr)C(=O)CCBr. Cell line: MDA-MB-231. Synergy scores: CSS=36.1, Synergy_ZIP=-3.81, Synergy_Bliss=-3.88, Synergy_Loewe=-0.794, Synergy_HSA=0.219. Drug 1: C1C(C(OC1N2C=NC3=C(N=C(N=C32)Cl)N)CO)O. (2) Drug 1: CC1=CC=C(C=C1)C2=CC(=NN2C3=CC=C(C=C3)S(=O)(=O)N)C(F)(F)F. Drug 2: C(CCl)NC(=O)N(CCCl)N=O. Cell line: KM12. Synergy scores: CSS=9.21, Synergy_ZIP=6.87, Synergy_Bliss=3.60, Synergy_Loewe=-2.06, Synergy_HSA=-2.24. (3) Drug 1: C1=NC2=C(N=C(N=C2N1C3C(C(C(O3)CO)O)O)F)N. Synergy scores: CSS=10.8, Synergy_ZIP=-2.04, Synergy_Bliss=-4.28, Synergy_Loewe=-3.46, Synergy_HSA=-5.84. Drug 2: C1CNP(=O)(OC1)N(CCCl)CCCl. Cell line: K-562. (4) Drug 1: C1=CC(=CC=C1C#N)C(C2=CC=C(C=C2)C#N)N3C=NC=N3. Drug 2: C1=CC=C(C=C1)NC(=O)CCCCCCC(=O)NO. Cell line: OVCAR-8. Synergy scores: CSS=26.7, Synergy_ZIP=-4.26, Synergy_Bliss=0.581, Synergy_Loewe=-14.6, Synergy_HSA=-7.04. (5) Drug 1: CC1=C(C(CCC1)(C)C)C=CC(=CC=CC(=CC(=O)O)C)C. Drug 2: CC1CCCC2(C(O2)CC(NC(=O)CC(C(C(=O)C(C1O)C)(C)C)O)C(=CC3=CSC(=N3)C)C)C. Cell line: CCRF-CEM. Synergy scores: CSS=57.7, Synergy_ZIP=-0.309, Synergy_Bliss=-0.665, Synergy_Loewe=-11.1, Synergy_HSA=-0.0524. (6) Drug 1: C1CN1P(=S)(N2CC2)N3CC3. Drug 2: CCC1(CC2CC(C3=C(CCN(C2)C1)C4=CC=CC=C4N3)(C5=C(C=C6C(=C5)C78CCN9C7C(C=CC9)(C(C(C8N6C=O)(C(=O)OC)O)OC(=O)C)CC)OC)C(=O)OC)O.OS(=O)(=O)O. Cell line: MALME-3M. Synergy scores: CSS=39.7, Synergy_ZIP=-2.83, Synergy_Bliss=-0.897, Synergy_Loewe=-25.0, Synergy_HSA=-1.48.